From a dataset of Forward reaction prediction with 1.9M reactions from USPTO patents (1976-2016). Predict the product of the given reaction. Given the reactants [CH2:1]([O:3][C:4]([C:6]1[N:7]=[C:8]([N:11]2[CH2:16][CH2:15][CH:14]([OH:17])[CH2:13][CH2:12]2)[S:9][CH:10]=1)=[O:5])[CH3:2].[CH3:18][S:19](Cl)(=[O:21])=[O:20].C(N(CC)CC)C.C(O)C, predict the reaction product. The product is: [CH2:1]([O:3][C:4]([C:6]1[N:7]=[C:8]([N:11]2[CH2:12][CH2:13][CH:14]([O:17][S:19]([CH3:18])(=[O:21])=[O:20])[CH2:15][CH2:16]2)[S:9][CH:10]=1)=[O:5])[CH3:2].